The task is: Predict the product of the given reaction.. This data is from Forward reaction prediction with 1.9M reactions from USPTO patents (1976-2016). (1) The product is: [NH:29]([C:2]1[CH:3]=[CH:4][C:5]2[O:9][C:8](=[O:10])[N:7]([CH2:11][C:12]([N:14]([CH3:21])[C:15]3[CH:20]=[CH:19][CH:18]=[CH:17][CH:16]=3)=[O:13])[C:6]=2[CH:22]=1)[C:30]1[CH:35]=[CH:34][CH:33]=[CH:32][CH:31]=1. Given the reactants Br[C:2]1[CH:3]=[CH:4][C:5]2[O:9][C:8](=[O:10])[N:7]([CH2:11][C:12]([N:14]([CH3:21])[C:15]3[CH:20]=[CH:19][CH:18]=[CH:17][CH:16]=3)=[O:13])[C:6]=2[CH:22]=1.C(=O)([O-])[O-].[Cs+].[Cs+].[NH2:29][C:30]1[CH:35]=[CH:34][CH:33]=[CH:32][CH:31]=1.C(=O)([O-])O.[Na+], predict the reaction product. (2) Given the reactants Cl[C:2]1[N:7]=[C:6]([C:8]2[CH:9]=[C:10]([CH:26]=[CH:27][C:28]=2[CH3:29])[CH2:11][N:12]2[CH2:17][CH2:16][N:15](C(OC(C)(C)C)=O)[CH2:14][C@@H:13]2[CH3:25])[CH:5]=[CH:4][N:3]=1.[F:30][C:31]1[CH:32]=[C:33]([CH2:38][CH2:39][NH2:40])[CH:34]=[C:35]([F:37])[CH:36]=1, predict the reaction product. The product is: [F:30][C:31]1[CH:32]=[C:33]([CH:34]=[C:35]([F:37])[CH:36]=1)[CH2:38][CH2:39][NH:40][C:2]1[N:7]=[C:6]([C:8]2[CH:9]=[C:10]([CH2:11][N:12]3[CH2:17][CH2:16][NH:15][CH2:14][C@@H:13]3[CH3:25])[CH:26]=[CH:27][C:28]=2[CH3:29])[CH:5]=[CH:4][N:3]=1.